From a dataset of NCI-60 drug combinations with 297,098 pairs across 59 cell lines. Regression. Given two drug SMILES strings and cell line genomic features, predict the synergy score measuring deviation from expected non-interaction effect. (1) Drug 1: C1=NC2=C(N=C(N=C2N1C3C(C(C(O3)CO)O)O)F)N. Drug 2: C(CCl)NC(=O)N(CCCl)N=O. Cell line: NCI-H322M. Synergy scores: CSS=-8.54, Synergy_ZIP=2.56, Synergy_Bliss=-4.50, Synergy_Loewe=-1.65, Synergy_HSA=-9.96. (2) Drug 1: CC1=C(N=C(N=C1N)C(CC(=O)N)NCC(C(=O)N)N)C(=O)NC(C(C2=CN=CN2)OC3C(C(C(C(O3)CO)O)O)OC4C(C(C(C(O4)CO)O)OC(=O)N)O)C(=O)NC(C)C(C(C)C(=O)NC(C(C)O)C(=O)NCCC5=NC(=CS5)C6=NC(=CS6)C(=O)NCCC[S+](C)C)O. Drug 2: CN(CCCl)CCCl.Cl. Cell line: SNB-75. Synergy scores: CSS=24.3, Synergy_ZIP=-5.00, Synergy_Bliss=-2.56, Synergy_Loewe=0.828, Synergy_HSA=1.52. (3) Drug 2: C1CN(CCN1C(=O)CCBr)C(=O)CCBr. Drug 1: CC1C(C(CC(O1)OC2CC(CC3=C2C(=C4C(=C3O)C(=O)C5=C(C4=O)C(=CC=C5)OC)O)(C(=O)CO)O)N)O.Cl. Synergy scores: CSS=23.8, Synergy_ZIP=1.88, Synergy_Bliss=4.04, Synergy_Loewe=0.790, Synergy_HSA=0.949. Cell line: CAKI-1. (4) Drug 1: CN(C)C1=NC(=NC(=N1)N(C)C)N(C)C. Drug 2: C1CC(=O)NC(=O)C1N2C(=O)C3=CC=CC=C3C2=O. Cell line: HT29. Synergy scores: CSS=3.45, Synergy_ZIP=2.11, Synergy_Bliss=6.63, Synergy_Loewe=0.836, Synergy_HSA=0.513. (5) Drug 1: C1CN1P(=S)(N2CC2)N3CC3. Drug 2: CC1=C(C(=CC=C1)Cl)NC(=O)C2=CN=C(S2)NC3=CC(=NC(=N3)C)N4CCN(CC4)CCO. Cell line: MDA-MB-435. Synergy scores: CSS=1.76, Synergy_ZIP=5.35, Synergy_Bliss=-1.48, Synergy_Loewe=-1.03, Synergy_HSA=-2.13. (6) Drug 1: CCC1=CC2CC(C3=C(CN(C2)C1)C4=CC=CC=C4N3)(C5=C(C=C6C(=C5)C78CCN9C7C(C=CC9)(C(C(C8N6C)(C(=O)OC)O)OC(=O)C)CC)OC)C(=O)OC.C(C(C(=O)O)O)(C(=O)O)O. Drug 2: C(CCl)NC(=O)N(CCCl)N=O. Cell line: A549. Synergy scores: CSS=23.3, Synergy_ZIP=0.696, Synergy_Bliss=2.42, Synergy_Loewe=-30.4, Synergy_HSA=-0.0367. (7) Drug 1: CCC1=C2CN3C(=CC4=C(C3=O)COC(=O)C4(CC)O)C2=NC5=C1C=C(C=C5)O. Drug 2: C1C(C(OC1N2C=NC3=C2NC=NCC3O)CO)O. Cell line: COLO 205. Synergy scores: CSS=48.3, Synergy_ZIP=0.200, Synergy_Bliss=-2.23, Synergy_Loewe=-56.9, Synergy_HSA=-1.37. (8) Drug 1: CC1C(C(CC(O1)OC2CC(CC3=C2C(=C4C(=C3O)C(=O)C5=C(C4=O)C(=CC=C5)OC)O)(C(=O)CO)O)N)O.Cl. Drug 2: CC(CN1CC(=O)NC(=O)C1)N2CC(=O)NC(=O)C2. Cell line: RPMI-8226. Synergy scores: CSS=36.5, Synergy_ZIP=0.461, Synergy_Bliss=3.33, Synergy_Loewe=-1.21, Synergy_HSA=7.85. (9) Drug 1: CCC1=CC2CC(C3=C(CN(C2)C1)C4=CC=CC=C4N3)(C5=C(C=C6C(=C5)C78CCN9C7C(C=CC9)(C(C(C8N6C)(C(=O)OC)O)OC(=O)C)CC)OC)C(=O)OC. Drug 2: CC1CCC2CC(C(=CC=CC=CC(CC(C(=O)C(C(C(=CC(C(=O)CC(OC(=O)C3CCCCN3C(=O)C(=O)C1(O2)O)C(C)CC4CCC(C(C4)OC)OP(=O)(C)C)C)C)O)OC)C)C)C)OC. Cell line: HT29. Synergy scores: CSS=62.6, Synergy_ZIP=4.81, Synergy_Bliss=4.46, Synergy_Loewe=4.64, Synergy_HSA=6.41.